From a dataset of Reaction yield outcomes from USPTO patents with 853,638 reactions. Predict the reaction yield, written as a fraction of the theoretical maximum amount of product (1.0 means a 100% yield; for example, 0.34 means a 34% yield). (1) The catalyst is CCOCC.C([O-])(O)=O.[Na+].C1(C)C=CC(S(O)(=O)=O)=CC=1. The yield is 0.820. The reactants are [C:1]([OH:6])(=[O:5])[CH2:2][CH2:3][CH3:4].[C:7]1(C)[CH:12]=CC=[CH:9][CH:8]=1.C(O)C1C=CC=CC=1. The product is [C:1]([O:6][CH2:12][CH2:7][CH2:8][CH3:9])(=[O:5])[CH2:2][CH2:3][CH3:4]. (2) The reactants are [Br:1][C:2]1[CH:10]=[CH:9][C:5]([C:6]([OH:8])=[O:7])=[C:4]([F:11])[CH:3]=1.[CH3:12][CH2:13]N=C=NCCCN(C)C.CCO. The catalyst is C(Cl)Cl.CN(C1C=CN=CC=1)C. The product is [Br:1][C:2]1[CH:10]=[CH:9][C:5]([C:6]([O:8][CH2:12][CH3:13])=[O:7])=[C:4]([F:11])[CH:3]=1. The yield is 0.900. (3) The reactants are [CH3:1][O:2][C:3](=[O:11])[CH2:4][C:5]1[CH:10]=[CH:9][CH:8]=[CH:7][CH:6]=1.Cl.[CH:13]1C=CC=CC=1. The catalyst is CCOCC. The product is [CH3:1][O:2][C:3](=[O:11])[C:4]([C:5]1[CH:6]=[CH:7][CH:8]=[CH:9][CH:10]=1)=[CH2:13]. The yield is 0.810. (4) The yield is 0.420. The reactants are Cl[S:2]([N:5]=[C:6]=[O:7])(=[O:4])=[O:3].[C:8]([OH:12])([CH3:11])([CH3:10])[CH3:9].[CH3:13][C:14]1[N:19]=[C:18]([C:20]2[CH:21]=[C:22]([C:26]3[N:27]=[C:28]([NH2:31])[S:29][CH:30]=3)[CH:23]=[CH:24][CH:25]=2)[CH:17]=[C:16]([C:32]2[CH:37]=[CH:36][C:35]([C:38]([F:41])([F:40])[F:39])=[CH:34][CH:33]=2)[CH:15]=1.C(N(CC)CC)C. The product is [C:8]([O:12][C:6]([NH:5][S:2]([NH:31][C:28]1[S:29][CH:30]=[C:26]([C:22]2[CH:23]=[CH:24][CH:25]=[C:20]([C:18]3[CH:17]=[C:16]([C:32]4[CH:37]=[CH:36][C:35]([C:38]([F:41])([F:40])[F:39])=[CH:34][CH:33]=4)[CH:15]=[C:14]([CH3:13])[N:19]=3)[CH:21]=2)[N:27]=1)(=[O:4])=[O:3])=[O:7])([CH3:11])([CH3:10])[CH3:9]. The catalyst is ClCCl.